This data is from Forward reaction prediction with 1.9M reactions from USPTO patents (1976-2016). The task is: Predict the product of the given reaction. (1) Given the reactants [O:1]=[C:2]1[N:10]([CH2:11][CH2:12][CH3:13])[C:9]2[N:8]=[C:7]([C:14]34[CH2:21][CH2:20][C:17]([CH:22]=[CH:23][C:24]#[N:25])([CH2:18][CH2:19]3)[CH2:16][CH2:15]4)[NH:6][C:5]=2[C:4](=[O:26])[N:3]1[CH2:27][CH2:28][CH3:29].[H][H], predict the reaction product. The product is: [O:1]=[C:2]1[N:10]([CH2:11][CH2:12][CH3:13])[C:9]2[N:8]=[C:7]([C:14]34[CH2:19][CH2:18][C:17]([CH2:22][CH2:23][C:24]#[N:25])([CH2:20][CH2:21]3)[CH2:16][CH2:15]4)[NH:6][C:5]=2[C:4](=[O:26])[N:3]1[CH2:27][CH2:28][CH3:29]. (2) The product is: [C:14]1([C:13]2[N:21]([CH2:22][C:23]3[CH:24]=[C:25]([O:33][CH3:34])[C:26]([O:31][CH3:32])=[C:27]([O:29][CH3:30])[CH:28]=3)[C:9]3[CH:8]=[CH:7][C:6]([N:1]4[CH2:2][CH2:3][CH2:4][CH2:5]4)=[CH:11][C:10]=3[N:12]=2)[CH:15]=[CH:16][CH:17]=[CH:18][CH:19]=1. Given the reactants [N:1]1([C:6]2[CH:7]=[CH:8][C:9]([NH:21][CH2:22][C:23]3[CH:28]=[C:27]([O:29][CH3:30])[C:26]([O:31][CH3:32])=[C:25]([O:33][CH3:34])[CH:24]=3)=[C:10]([NH:12][C:13](=O)[C:14]3[CH:19]=[CH:18][CH:17]=[CH:16][CH:15]=3)[CH:11]=2)[CH2:5][CH2:4][CH2:3][CH2:2]1.Cl.[OH-].N, predict the reaction product. (3) Given the reactants [CH3:1][O:2][C:3](=[O:11])[C:4]1[CH:9]=C(Br)[CH:7]=[N:6][CH:5]=1.C([SiH]([CH2:17][CH3:18])CC)C.C(N(CC)CC)C.[C]=[O:27], predict the reaction product. The product is: [CH3:1][O:2][C:3](=[O:11])[C:4]1[CH:9]=[C:18]([CH:17]=[O:27])[CH:7]=[N:6][CH:5]=1.